Predict the product of the given reaction. From a dataset of Forward reaction prediction with 1.9M reactions from USPTO patents (1976-2016). (1) Given the reactants C1([C@:4]2([OH:12])[CH2:8][CH2:7][NH:6][C@H:5]2[CH:9](C)C)CC1.[Cl:13][C:14]1[CH:21]=[C:20](F)[CH:19]=[CH:18][C:15]=1[C:16]#[N:17].[C:23](=O)([O-])[O-].[Li+].[Li+], predict the reaction product. The product is: [Cl:13][C:14]1[CH:21]=[C:20]([N:6]2[C@H:7]([CH3:23])[CH2:8][C@H:4]([OH:12])[C@@H:5]2[CH3:9])[CH:19]=[CH:18][C:15]=1[C:16]#[N:17]. (2) Given the reactants [CH2:1]([CH:4]1[CH2:8][N:7]([CH2:9][C:10]2[N:11]=[CH:12][N:13](C(C3C=CC=CC=3)(C3C=CC=CC=3)C3C=CC=CC=3)[CH:14]=2)[C:6](=[O:34])[CH2:5]1)[CH2:2][CH3:3], predict the reaction product. The product is: [NH:13]1[CH:14]=[C:10]([CH2:9][N:7]2[CH2:8][CH:4]([CH2:1][CH2:2][CH3:3])[CH2:5][C:6]2=[O:34])[N:11]=[CH:12]1. (3) Given the reactants Br[C:2]1[CH:7]=[CH:6][CH:5]=[CH:4][C:3]=1[CH:8]1[CH2:17][C:16]([CH3:19])([CH3:18])[C:15]2[C:10](=[CH:11][CH:12]=[C:13]([C:20]#[N:21])[CH:14]=2)[NH:9]1.[NH2:22][C:23]([CH3:28])([CH3:27])[C:24]([OH:26])=[O:25].C(=O)([O-])[O-].[K+].[K+], predict the reaction product. The product is: [C:20]([C:13]1[CH:14]=[C:15]2[C:10](=[CH:11][CH:12]=1)[NH:9][CH:8]([C:3]1[CH:4]=[CH:5][CH:6]=[CH:7][C:2]=1[NH:22][C:23]([CH3:28])([CH3:27])[C:24]([OH:26])=[O:25])[CH2:17][C:16]2([CH3:19])[CH3:18])#[N:21]. (4) Given the reactants [F:8][C:7]([F:10])([F:9])[C:6](O[C:6](=[O:11])[C:7]([F:10])([F:9])[F:8])=[O:11].[CH3:14][NH:15][C:16]1[CH:17]=[N:18][O:19][C:20]=1[CH3:21].N1C=CC=CC=1, predict the reaction product. The product is: [F:10][C:7]([F:8])([F:9])[C:6]([N:15]([CH3:14])[C:16]1[CH:17]=[N:18][O:19][C:20]=1[CH3:21])=[O:11]. (5) Given the reactants Br[C:2]1[CH:3]=[C:4]([C:8]2([CH3:18])[CH2:13][N:12]3[CH:14]=[CH:15][N:16]=[C:11]3[C:10]([NH2:17])=[N:9]2)[CH:5]=[CH:6][CH:7]=1.[Cl:19][C:20]1[CH:21]=[C:22](B(O)O)[CH:23]=[C:24]([Cl:26])[CH:25]=1.C(=O)([O-])[O-].[K+].[K+], predict the reaction product. The product is: [Cl:19][C:20]1[CH:21]=[C:22]([C:2]2[CH:7]=[CH:6][CH:5]=[C:4]([C:8]3([CH3:18])[CH2:13][N:12]4[CH:14]=[CH:15][N:16]=[C:11]4[C:10]([NH2:17])=[N:9]3)[CH:3]=2)[CH:23]=[C:24]([Cl:26])[CH:25]=1. (6) Given the reactants [Cl:1][C:2]1[CH:10]=[C:9]2[C:5]([CH2:6][C:7](=[O:11])[NH:8]2)=[CH:4][CH:3]=1.[C:12]([O:16][C:17]([N:19]1[CH2:24][CH2:23][CH:22]([O:25][C:26]2[CH:31]=[CH:30][C:29]([Cl:32])=[CH:28][C:27]=2[CH:33]=O)[CH2:21][CH2:20]1)=[O:18])([CH3:15])([CH3:14])[CH3:13].N1CCCC1, predict the reaction product. The product is: [C:12]([O:16][C:17]([N:19]1[CH2:24][CH2:23][CH:22]([O:25][C:26]2[CH:31]=[CH:30][C:29]([Cl:32])=[CH:28][C:27]=2/[CH:33]=[C:6]2\[C:7](=[O:11])[NH:8][C:9]3[C:5]\2=[CH:4][CH:3]=[C:2]([Cl:1])[CH:10]=3)[CH2:21][CH2:20]1)=[O:18])([CH3:15])([CH3:14])[CH3:13]. (7) Given the reactants [N:1]([CH2:4][C:5]1[CH:10]=[CH:9][C:8]([C:11](=[O:13])[CH3:12])=[CH:7][CH:6]=1)=[N+:2]=[N-:3].[Na].C([O:17][C:18](=O)[C:19]([F:22])([F:21])[F:20])C, predict the reaction product. The product is: [N:1]([CH2:4][C:5]1[CH:10]=[CH:9][C:8]([C:11](=[O:13])[CH2:12][C:18](=[O:17])[C:19]([F:22])([F:21])[F:20])=[CH:7][CH:6]=1)=[N+:2]=[N-:3].